Dataset: Forward reaction prediction with 1.9M reactions from USPTO patents (1976-2016). Task: Predict the product of the given reaction. Given the reactants [CH3:1][C:2]1([CH3:21])[CH:11]=[C:10]([CH3:12])[C:9]2[C:4](=[CH:5][CH:6]=[C:7](OS(C(F)(F)F)(=O)=O)[CH:8]=2)[NH:3]1.COC1C=CC(OC)=CC=1C1C=C2C(=CC=1)NC(C)(C)C=C2C[S:45][CH2:46][CH2:47][C:48]1[CH:53]=CC=CC=1.COC1C=CC(OC)=CC=1B(O)O.[C:67]1([CH2:73][CH2:74][SH:75])C=CC=CC=1, predict the reaction product. The product is: [CH2:74]([S:75][CH2:12][C:10]1[C:9]2[C:4](=[CH:5][CH:6]=[C:7]([C:48]3[CH:47]=[CH:46][S:45][CH:53]=3)[CH:8]=2)[NH:3][C:2]([CH3:1])([CH3:21])[CH:11]=1)[CH:73]=[CH2:67].